This data is from Catalyst prediction with 721,799 reactions and 888 catalyst types from USPTO. The task is: Predict which catalyst facilitates the given reaction. (1) Reactant: [NH2:1][C:2]1[C:7]([N+:8]([O-:10])=[O:9])=[CH:6][CH:5]=[C:4](Cl)[N:3]=1.[BrH:12]. Product: [BrH:12].[NH2:1][C:2]1[C:7]([N+:8]([O-:10])=[O:9])=[CH:6][CH:5]=[C:4]([Br:12])[N:3]=1. The catalyst class is: 15. (2) Reactant: [CH:1]1([NH:4][CH2:5][C:6]2[CH:12]=[CH:11][CH:10]=[CH:9][C:7]=2[NH2:8])[CH2:3][CH2:2]1.C1N=CN([C:18](N2C=NC=C2)=[O:19])C=1. Product: [CH:1]1([N:4]2[CH2:5][C:6]3[C:7](=[CH:9][CH:10]=[CH:11][CH:12]=3)[NH:8][C:18]2=[O:19])[CH2:3][CH2:2]1. The catalyst class is: 76. (3) Reactant: FC(F)(F)C(O)=O.[C:8]1([C:14]2[CH:19]=[C:18]([CH:20]3[CH2:25][CH2:24][NH:23][CH2:22][CH2:21]3)[CH:17]=[CH:16][C:15]=2[NH:26][C:27]([C:29]2[NH:30][CH:31]=[C:32]([C:34]#[N:35])[N:33]=2)=[O:28])[CH2:13][CH2:12][CH2:11][CH2:10][CH:9]=1.CCN(CC)CC.[CH3:43][C:44]1([CH3:51])[O:49][CH2:48][C:47](=O)[CH2:46][O:45]1.[BH-](OC(C)=O)(OC(C)=O)OC(C)=O.[Na+]. Product: [C:8]1([C:14]2[CH:19]=[C:18]([CH:20]3[CH2:21][CH2:22][N:23]([CH:47]4[CH2:48][O:49][C:44]([CH3:51])([CH3:43])[O:45][CH2:46]4)[CH2:24][CH2:25]3)[CH:17]=[CH:16][C:15]=2[NH:26][C:27]([C:29]2[NH:30][CH:31]=[C:32]([C:34]#[N:35])[N:33]=2)=[O:28])[CH2:13][CH2:12][CH2:11][CH2:10][CH:9]=1. The catalyst class is: 34. (4) Reactant: [C:1]1([C:7]2[CH:15]=[C:14]3[C:10]([CH2:11][C:12](=[O:16])[NH:13]3)=[CH:9][CH:8]=2)[CH:6]=[CH:5][CH:4]=[CH:3][CH:2]=1.[CH3:17][N:18]([CH3:33])[CH2:19][CH2:20][O:21][C:22]1[CH:23]=[C:24]2[C:28](=[CH:29][CH:30]=1)[NH:27][C:26]([CH:31]=O)=[CH:25]2.N1CCCCC1. Product: [CH3:17][N:18]([CH3:33])[CH2:19][CH2:20][O:21][C:22]1[CH:23]=[C:24]2[C:28](=[CH:29][CH:30]=1)[NH:27][C:26]([CH:31]=[C:11]1[C:10]3[C:14](=[CH:15][C:7]([C:1]4[CH:2]=[CH:3][CH:4]=[CH:5][CH:6]=4)=[CH:8][CH:9]=3)[NH:13][C:12]1=[O:16])=[CH:25]2. The catalyst class is: 8. (5) Reactant: [C:1](Cl)(=[O:4])[CH:2]=[CH2:3].[CH3:6][N:7]([CH3:37])[CH2:8][CH2:9][N:10]([CH3:36])[C:11]1[C:12]([NH2:35])=[CH:13][C:14]([NH:19][C:20]2[N:25]=[C:24]([C:26]3[C:34]4[C:29](=[CH:30][CH:31]=[CH:32][CH:33]=4)[NH:28][CH:27]=3)[CH:23]=[CH:22][N:21]=2)=[C:15]([O:17][CH3:18])[CH:16]=1. Product: [CH3:37][N:7]([CH3:6])[CH2:8][CH2:9][N:10]([CH3:36])[C:11]1[CH:16]=[C:15]([O:17][CH3:18])[C:14]([NH:19][C:20]2[N:25]=[C:24]([C:26]3[C:34]4[C:29](=[CH:30][CH:31]=[CH:32][CH:33]=4)[NH:28][CH:27]=3)[CH:23]=[CH:22][N:21]=2)=[CH:13][C:12]=1[NH:35][C:1](=[O:4])[CH:2]=[CH2:3]. The catalyst class is: 2. (6) Reactant: Br[CH2:2][CH2:3][O:4][C:5]1[C:10]2[CH:11]=[CH:12][O:13][C:9]=2[C:8]([CH2:14][C:15]([NH2:17])=[O:16])=[CH:7][CH:6]=1.[CH2:18]([NH:20][CH2:21][CH3:22])[CH3:19]. Product: [CH2:18]([N:20]([CH2:21][CH3:22])[CH2:2][CH2:3][O:4][C:5]1[C:10]2[CH:11]=[CH:12][O:13][C:9]=2[C:8]([CH2:14][C:15]([NH2:17])=[O:16])=[CH:7][CH:6]=1)[CH3:19]. The catalyst class is: 13.